From a dataset of Forward reaction prediction with 1.9M reactions from USPTO patents (1976-2016). Predict the product of the given reaction. (1) Given the reactants C(Cl)(=O)C(Cl)=O.[C:7]1([C:13]2[N:18]=[CH:17][C:16]([C:19]([OH:21])=O)=[CH:15][N:14]=2)[CH:12]=[CH:11][CH:10]=[CH:9][CH:8]=1.[NH2:22][N:23]1[C:31]2[C:26](=[CH:27][CH:28]=[CH:29][CH:30]=2)[CH2:25][CH2:24]1.C(N(CC)CC)C, predict the reaction product. The product is: [N:23]1([NH:22][C:19]([C:16]2[CH:17]=[N:18][C:13]([C:7]3[CH:8]=[CH:9][CH:10]=[CH:11][CH:12]=3)=[N:14][CH:15]=2)=[O:21])[C:31]2[C:26](=[CH:27][CH:28]=[CH:29][CH:30]=2)[CH2:25][CH2:24]1. (2) The product is: [CH:14]12[CH2:26][CH2:25][CH:21]([CH2:22][N:23]([C:6](=[O:11])[C:7]([F:8])([F:9])[F:10])[CH2:24]1)[C:20]1[CH:19]=[CH:18][CH:17]=[CH:16][C:15]2=1. Given the reactants [F:8][C:7]([F:10])([F:9])[C:6](O[C:6](=[O:11])[C:7]([F:10])([F:9])[F:8])=[O:11].[CH:14]12[CH2:26][CH2:25][CH:21]([CH2:22][NH:23][CH2:24]1)[C:20]1[CH:19]=[CH:18][CH:17]=[CH:16][C:15]2=1.N1C=CC=CC=1.Cl, predict the reaction product. (3) Given the reactants [F:1][C:2]1[CH:3]=[C:4]2[C:9](=[CH:10][CH:11]=1)[O:8][C:7]([C:12]([OH:14])=O)=[CH:6][C:5]2=[O:15].[NH2:16][CH:17]1[CH2:22][CH2:21][N:20]([C:23]([O:25][C:26]([CH3:29])([CH3:28])[CH3:27])=[O:24])[CH2:19][CH2:18]1.OC1C2N=NNC=2C=CC=1.Cl.C(N=C=NCCCN(C)C)C, predict the reaction product. The product is: [C:26]([O:25][C:23]([N:20]1[CH2:21][CH2:22][CH:17]([NH:16][C:12]([C:7]2[O:8][C:9]3[C:4]([C:5](=[O:15])[CH:6]=2)=[CH:3][C:2]([F:1])=[CH:11][CH:10]=3)=[O:14])[CH2:18][CH2:19]1)=[O:24])([CH3:29])([CH3:27])[CH3:28].